This data is from CYP2D6 inhibition data for predicting drug metabolism from PubChem BioAssay. The task is: Regression/Classification. Given a drug SMILES string, predict its absorption, distribution, metabolism, or excretion properties. Task type varies by dataset: regression for continuous measurements (e.g., permeability, clearance, half-life) or binary classification for categorical outcomes (e.g., BBB penetration, CYP inhibition). Dataset: cyp2d6_veith. (1) The molecule is O=C1C2[C@@H](c3ccccc3)N[C@@H](c3ccccc3)C1[C@H](c1ccccc1)N[C@H]2c1ccccc1. The result is 0 (non-inhibitor). (2) The compound is CC(=O)N1N=C(c2ccc3nccnc3c2)CC1c1ccccc1. The result is 0 (non-inhibitor).